Regression. Given two drug SMILES strings and cell line genomic features, predict the synergy score measuring deviation from expected non-interaction effect. From a dataset of NCI-60 drug combinations with 297,098 pairs across 59 cell lines. (1) Drug 1: COC1=C(C=C2C(=C1)N=CN=C2NC3=CC(=C(C=C3)F)Cl)OCCCN4CCOCC4. Drug 2: C1=C(C(=O)NC(=O)N1)N(CCCl)CCCl. Cell line: K-562. Synergy scores: CSS=39.9, Synergy_ZIP=-3.49, Synergy_Bliss=0.653, Synergy_Loewe=2.86, Synergy_HSA=4.49. (2) Drug 1: CC1=C(C(CCC1)(C)C)C=CC(=CC=CC(=CC(=O)O)C)C. Drug 2: CC1CCC2CC(C(=CC=CC=CC(CC(C(=O)C(C(C(=CC(C(=O)CC(OC(=O)C3CCCCN3C(=O)C(=O)C1(O2)O)C(C)CC4CCC(C(C4)OC)O)C)C)O)OC)C)C)C)OC. Cell line: SR. Synergy scores: CSS=25.8, Synergy_ZIP=6.00, Synergy_Bliss=7.58, Synergy_Loewe=-40.9, Synergy_HSA=2.11. (3) Drug 1: CC12CCC3C(C1CCC2OP(=O)(O)O)CCC4=C3C=CC(=C4)OC(=O)N(CCCl)CCCl.[Na+]. Drug 2: CC1C(C(CC(O1)OC2CC(CC3=C2C(=C4C(=C3O)C(=O)C5=CC=CC=C5C4=O)O)(C(=O)C)O)N)O. Cell line: NCIH23. Synergy scores: CSS=36.7, Synergy_ZIP=10.6, Synergy_Bliss=10.5, Synergy_Loewe=-35.5, Synergy_HSA=10.8. (4) Drug 1: C1=NC2=C(N1)C(=S)N=C(N2)N. Drug 2: CC1=C2C(C(=O)C3(C(CC4C(C3C(C(C2(C)C)(CC1OC(=O)C(C(C5=CC=CC=C5)NC(=O)OC(C)(C)C)O)O)OC(=O)C6=CC=CC=C6)(CO4)OC(=O)C)O)C)O. Cell line: UACC62. Synergy scores: CSS=38.5, Synergy_ZIP=-3.25, Synergy_Bliss=-3.08, Synergy_Loewe=-5.40, Synergy_HSA=0.942. (5) Drug 1: C1CCN(CC1)CCOC2=CC=C(C=C2)C(=O)C3=C(SC4=C3C=CC(=C4)O)C5=CC=C(C=C5)O. Drug 2: CC=C1C(=O)NC(C(=O)OC2CC(=O)NC(C(=O)NC(CSSCCC=C2)C(=O)N1)C(C)C)C(C)C. Cell line: SNB-19. Synergy scores: CSS=46.6, Synergy_ZIP=0.773, Synergy_Bliss=0.853, Synergy_Loewe=-52.3, Synergy_HSA=-0.0171. (6) Drug 1: CCC1(CC2CC(C3=C(CCN(C2)C1)C4=CC=CC=C4N3)(C5=C(C=C6C(=C5)C78CCN9C7C(C=CC9)(C(C(C8N6C=O)(C(=O)OC)O)OC(=O)C)CC)OC)C(=O)OC)O.OS(=O)(=O)O. Drug 2: C1=NNC2=C1C(=O)NC=N2. Cell line: HCC-2998. Synergy scores: CSS=5.97, Synergy_ZIP=-3.93, Synergy_Bliss=-1.80, Synergy_Loewe=0.319, Synergy_HSA=0.502. (7) Drug 1: C#CCC(CC1=CN=C2C(=N1)C(=NC(=N2)N)N)C3=CC=C(C=C3)C(=O)NC(CCC(=O)O)C(=O)O. Drug 2: C1=NC2=C(N1)C(=S)N=CN2. Cell line: COLO 205. Synergy scores: CSS=34.9, Synergy_ZIP=-9.60, Synergy_Bliss=-2.14, Synergy_Loewe=-1.31, Synergy_HSA=-1.55.